This data is from Reaction yield outcomes from USPTO patents with 853,638 reactions. The task is: Predict the reaction yield, written as a fraction of the theoretical maximum amount of product (1.0 means a 100% yield; for example, 0.34 means a 34% yield). (1) The reactants are [CH3:1][O:2][CH2:3][CH2:4][O:5][CH2:6][C:7]1[S:8][CH:9]=[C:10]([CH2:12]O)[N:11]=1.P(Br)(Br)[Br:15]. The catalyst is CCOCC.C(OCC)(=O)C. The product is [Br:15][CH2:12][C:10]1[N:11]=[C:7]([CH2:6][O:5][CH2:4][CH2:3][O:2][CH3:1])[S:8][CH:9]=1. The yield is 0.510. (2) The reactants are Cl.[CH2:2]([O:4][C:5](=[O:9])[CH:6]([CH3:8])[NH2:7])[CH3:3].[CH:10](=O)[C:11]1[CH:16]=[CH:15][CH:14]=[CH:13][CH:12]=1.[BH-](OC(C)=O)(OC(C)=O)OC(C)=O.[Na+]. The catalyst is ClCCCl. The product is [CH2:10]([NH:7][CH:6]([CH3:8])[C:5]([O:4][CH2:2][CH3:3])=[O:9])[C:11]1[CH:16]=[CH:15][CH:14]=[CH:13][CH:12]=1. The yield is 0.730.